Predict the reaction yield, written as a fraction of the theoretical maximum amount of product (1.0 means a 100% yield; for example, 0.34 means a 34% yield). From a dataset of Reaction yield outcomes from USPTO patents with 853,638 reactions. (1) The reactants are [I:1][C:2]1[CH:7]=[CH:6][CH:5]=[C:4]([N+:8]([O-])=[O:9])[C:3]=1[CH2:11][C:12]([OH:14])=O. The catalyst is C(O)C.[Pd]. The product is [OH:9][N:8]1[C:4]2[C:3](=[C:2]([I:1])[CH:7]=[CH:6][CH:5]=2)[CH2:11][C:12]1=[O:14]. The yield is 0.634. (2) The reactants are Br[CH2:2][CH:3]([CH3:5])[CH3:4].[NH:6]1[C:10]([C:11]2[CH:12]=[C:13]([C:17]3[CH:18]=[CH:19][C:20]4[O:24][C:23]([C:25]5[CH:30]=[CH:29][C:28]([F:31])=[CH:27][CH:26]=5)=[C:22]([C:32]([NH:34][CH3:35])=[O:33])[C:21]=4[CH:36]=3)[CH:14]=[CH:15][CH:16]=2)=[N:9][N:8]=[N:7]1.C([O-])([O-])=O.[Na+].[Na+]. The catalyst is CN(C=O)C. The product is [F:31][C:28]1[CH:29]=[CH:30][C:25]([C:23]2[O:24][C:20]3[CH:19]=[CH:18][C:17]([C:13]4[CH:14]=[CH:15][CH:16]=[C:11]([C:10]5[N:9]=[N:8][N:7]([CH2:2][CH:3]([CH3:5])[CH3:4])[N:6]=5)[CH:12]=4)=[CH:36][C:21]=3[C:22]=2[C:32]([NH:34][CH3:35])=[O:33])=[CH:26][CH:27]=1. The yield is 0.380. (3) The reactants are [CH2:1]([O:5][CH:6]1[CH2:11][CH2:10][CH2:9][CH2:8][O:7]1)[CH2:2][C:3]#[CH:4].C([Li])CCC.[CH2:17]=[O:18]. The catalyst is C1COCC1. The product is [O:7]1[CH2:8][CH2:9][CH2:10][CH2:11][CH:6]1[O:5][CH2:1][CH2:2][C:3]#[C:4][CH2:17][OH:18]. The yield is 0.770.